From a dataset of Forward reaction prediction with 1.9M reactions from USPTO patents (1976-2016). Predict the product of the given reaction. (1) Given the reactants [CH2:1]([O:3][C:4]1[CH:5]=[C:6]([CH:9]=[CH:10][C:11]=1[O:12][CH:13]([CH3:15])[CH3:14])[CH:7]=[O:8])[CH3:2].[B-](F)(F)(F)[F:17].[B-](F)(F)(F)F.C1[N+]2(CCl)CC[N+](F)(CC2)C1.O, predict the reaction product. The product is: [CH2:1]([O:3][C:4]1[C:11]([O:12][CH:13]([CH3:14])[CH3:15])=[CH:10][C:9]([F:17])=[C:6]([CH:5]=1)[CH:7]=[O:8])[CH3:2]. (2) Given the reactants [F:1][C:2]1[C:3]([CH2:8][C:9]([O-:11])=O)=[N:4][CH:5]=[CH:6][CH:7]=1.[Na+].[Br:13][C:14]1[C:15]([CH3:21])=[C:16]([CH:18]=[CH:19][CH:20]=1)[NH2:17].CCN(C(C)C)C(C)C.CN(C(ON1N=NC2C=CC=NC1=2)=[N+](C)C)C.F[P-](F)(F)(F)(F)F, predict the reaction product. The product is: [Br:13][C:14]1[C:15]([CH3:21])=[C:16]([NH:17][C:9](=[O:11])[CH2:8][C:3]2[C:2]([F:1])=[CH:7][CH:6]=[CH:5][N:4]=2)[CH:18]=[CH:19][CH:20]=1. (3) Given the reactants C1(P(=[N:20][C:21]2[CH:26]=[CH:25][CH:24]=[CH:23][C:22]=2/[CH:27]=[CH:28]/[C:29]([O:31][CH3:32])=[O:30])(C2C=CC=CC=2)C2C=CC=CC=2)C=CC=CC=1.[F:33][C:34]1[CH:39]=[CH:38][C:37]([C:40]([F:43])([F:42])[F:41])=[CH:36][C:35]=1[N:44]=[C:45]=O.[Cl:47][C:48]1[CH:49]=[C:50]([N:54]2[CH2:59][CH2:58][NH:57][CH2:56][CH2:55]2)[CH:51]=[CH:52][CH:53]=1, predict the reaction product. The product is: [Cl:47][C:48]1[CH:49]=[C:50]([N:54]2[CH2:59][CH2:58][N:57]([C:45]3[N:44]([C:35]4[CH:36]=[C:37]([C:40]([F:43])([F:42])[F:41])[CH:38]=[CH:39][C:34]=4[F:33])[CH:27]([CH2:28][C:29]([O:31][CH3:32])=[O:30])[C:22]4[C:21](=[CH:26][CH:25]=[CH:24][CH:23]=4)[N:20]=3)[CH2:56][CH2:55]2)[CH:51]=[CH:52][CH:53]=1. (4) The product is: [NH2:15][CH2:14][CH2:13][CH:8]([C:4]1[CH:5]=[CH:6][CH:7]=[C:2]([Br:1])[CH:3]=1)[C:9]([O:11][CH3:12])=[O:10]. Given the reactants [Br:1][C:2]1[CH:3]=[C:4]([CH:8]([CH2:13][CH2:14][N+:15]([O-])=O)[C:9]([O:11][CH3:12])=[O:10])[CH:5]=[CH:6][CH:7]=1.[BH4-].[Na+], predict the reaction product. (5) Given the reactants [NH2:1][C:2]1[CH:7]=[CH:6][CH:5]=[CH:4][C:3]=1[C:8]([C:10]1[CH:15]=[CH:14][C:13]([Cl:16])=[CH:12][CH:11]=1)=[O:9].C1C(=O)N([Br:24])C(=O)C1, predict the reaction product. The product is: [NH2:1][C:2]1[CH:7]=[CH:6][C:5]([Br:24])=[CH:4][C:3]=1[C:8]([C:10]1[CH:15]=[CH:14][C:13]([Cl:16])=[CH:12][CH:11]=1)=[O:9].